From a dataset of Forward reaction prediction with 1.9M reactions from USPTO patents (1976-2016). Predict the product of the given reaction. (1) Given the reactants C(N(CC)CC)C.[C:16](O[C:16]([O:18][C:19]([CH3:22])([CH3:21])[CH3:20])=[O:17])([O:18][C:19]([CH3:22])([CH3:21])[CH3:20])=[O:17].Cl.[NH2:24][CH2:25][CH:26]([C:28]1[CH:33]=[CH:32][C:31]([Cl:34])=[CH:30][CH:29]=1)[OH:27], predict the reaction product. The product is: [C:19]([O:18][C:16](=[O:17])[NH:24][CH2:25][CH:26]([C:28]1[CH:33]=[CH:32][C:31]([Cl:34])=[CH:30][CH:29]=1)[OH:27])([CH3:20])([CH3:21])[CH3:22]. (2) Given the reactants C[O:2][C:3](=[O:41])[CH2:4][CH2:5][C:6]1[CH:11]=[CH:10][C:9]([O:12][CH2:13][CH2:14][C:15]2[N:16]=[C:17]([C:21]3[CH:26]=[CH:25][C:24]([C:27]4[CH:32]=[CH:31][CH:30]=[CH:29][CH:28]=4)=[CH:23][CH:22]=3)[O:18][C:19]=2[CH3:20])=[CH:8][C:7]=1[CH2:33][NH:34][C:35]([O:37][CH:38]([CH3:40])[CH3:39])=[O:36].C[Si]([N-][Si](C)(C)C)(C)C.[Na+].[CH2:52](I)[CH3:53], predict the reaction product. The product is: [C:24]1([C:27]2[CH:28]=[CH:29][CH:30]=[CH:31][CH:32]=2)[CH:23]=[CH:22][C:21]([C:17]2[O:18][C:19]([CH3:20])=[C:15]([CH2:14][CH2:13][O:12][C:9]3[CH:10]=[CH:11][C:6]([CH2:5][CH2:4][C:3]([OH:2])=[O:41])=[C:7]([CH2:33][N:34]([CH2:52][CH3:53])[C:35]([O:37][CH:38]([CH3:40])[CH3:39])=[O:36])[CH:8]=3)[N:16]=2)=[CH:26][CH:25]=1. (3) Given the reactants [F:1][CH:2]([F:35])[O:3][C:4]1[CH:5]=[C:6]([N:14]([CH2:29][C:30]2[S:34][CH:33]=[N:32][CH:31]=2)[C:15]2[CH:20]=[CH:19][C:18]([S:21]([O:24]CC(C)C)(=[O:23])=[O:22])=[CH:17][CH:16]=2)[CH:7]=[CH:8][C:9]=1[O:10][CH:11]([F:13])[F:12].[Na+].[I-], predict the reaction product. The product is: [F:35][CH:2]([F:1])[O:3][C:4]1[CH:5]=[C:6]([N:14]([CH2:29][C:30]2[S:34][CH:33]=[N:32][CH:31]=2)[C:15]2[CH:20]=[CH:19][C:18]([S:21]([OH:24])(=[O:22])=[O:23])=[CH:17][CH:16]=2)[CH:7]=[CH:8][C:9]=1[O:10][CH:11]([F:12])[F:13]. (4) Given the reactants [N+:1]([C:4]1[CH:5]=[N:6][C:7]([N:10]2[CH:16]3[CH2:17][CH2:18][N:13]([CH2:14][CH2:15]3)[CH2:12][CH2:11]2)=[N:8][CH:9]=1)([O-])=O.N12CCC(CC1)N(C1N=CC(N)=CN=1)CC2.[F:35][C:36]1[CH:44]=[CH:43][C:39]([C:40]([Cl:42])=[O:41])=[CH:38][CH:37]=1, predict the reaction product. The product is: [ClH:42].[N:13]12[CH2:18][CH2:17][CH:16]([CH2:15][CH2:14]1)[N:10]([C:7]1[N:6]=[CH:5][C:4]([NH:1][C:40](=[O:41])[C:39]3[CH:43]=[CH:44][C:36]([F:35])=[CH:37][CH:38]=3)=[CH:9][N:8]=1)[CH2:11][CH2:12]2.